This data is from Full USPTO retrosynthesis dataset with 1.9M reactions from patents (1976-2016). The task is: Predict the reactants needed to synthesize the given product. (1) Given the product [Cl:1][C:2]1[C:6]([Cl:7])=[C:5]([CH3:8])[NH:4][C:3]=1[C:9]([NH:11][CH:12]1[CH2:13][CH2:14][N:15]([C:18]2[S:19][C:20]([C:23]([NH:29][O:27][CH3:28])=[O:25])=[CH:21][N:22]=2)[CH2:16][CH2:17]1)=[O:10], predict the reactants needed to synthesize it. The reactants are: [Cl:1][C:2]1[C:6]([Cl:7])=[C:5]([CH3:8])[NH:4][C:3]=1[C:9]([NH:11][CH:12]1[CH2:17][CH2:16][N:15]([C:18]2[S:19][C:20]([C:23]([OH:25])=O)=[CH:21][N:22]=2)[CH2:14][CH2:13]1)=[O:10].Cl.[O:27]([NH2:29])[CH3:28]. (2) Given the product [O:16]=[S:2]1(=[O:1])[CH2:6][CH2:5][CH2:4][N:3]1[C:7]1[CH:8]=[CH:9][C:10]([C:11]([N:27]2[CH2:26][CH2:25][N:24]([C:23]3[CH:22]=[CH:21][C:20]([CH2:30][OH:31])=[CH:19][C:18]=3[CH3:17])[CH2:29][CH2:28]2)=[O:13])=[CH:14][CH:15]=1, predict the reactants needed to synthesize it. The reactants are: [O:1]=[S:2]1(=[O:16])[CH2:6][CH2:5][CH2:4][N:3]1[C:7]1[CH:15]=[CH:14][C:10]([C:11]([OH:13])=O)=[CH:9][CH:8]=1.[CH3:17][C:18]1[CH:19]=[C:20]([CH2:30][OH:31])[CH:21]=[CH:22][C:23]=1[N:24]1[CH2:29][CH2:28][NH:27][CH2:26][CH2:25]1. (3) Given the product [C:10]1([CH2:16][C:17]([O:9][CH:7]([C:1]2[CH:6]=[CH:5][CH:4]=[CH:3][CH:2]=2)[CH3:8])=[O:18])[CH:15]=[CH:14][CH:13]=[CH:12][CH:11]=1, predict the reactants needed to synthesize it. The reactants are: [C:1]1([CH:7]([OH:9])[CH3:8])[CH:6]=[CH:5][CH:4]=[CH:3][CH:2]=1.[C:10]1([CH2:16][C:17](Cl)=[O:18])[CH:15]=[CH:14][CH:13]=[CH:12][CH:11]=1.[OH-].[K+]. (4) Given the product [NH2:11][C:6]1[CH:5]=[C:4]([O:14][CH2:15][CH:16]2[CH2:17][CH2:18][N:19]([CH3:22])[CH2:20][CH2:21]2)[C:3]([O:2][CH3:1])=[CH:10][C:7]=1[C:8]#[N:9], predict the reactants needed to synthesize it. The reactants are: [CH3:1][O:2][C:3]1[C:4]([O:14][CH2:15][CH:16]2[CH2:21][CH2:20][N:19]([CH3:22])[CH2:18][CH2:17]2)=[CH:5][C:6]([N+:11]([O-])=O)=[C:7]([CH:10]=1)[C:8]#[N:9]. (5) Given the product [Cl:31][C:32]1[C:33]([CH2:42][NH:20][CH2:19][C:16]2[CH:15]=[CH:14][C:13]([CH2:12][N:11]([CH2:10][C:2]3[NH:3][C:4]4[CH:9]=[CH:8][CH:7]=[CH:6][C:5]=4[N:1]=3)[CH:21]3[C:30]4[N:29]=[CH:28][CH:27]=[CH:26][C:25]=4[CH2:24][CH2:23][CH2:22]3)=[CH:18][CH:17]=2)=[N:34][CH:35]=[C:36]([C:38]([F:40])([F:39])[F:41])[CH:37]=1, predict the reactants needed to synthesize it. The reactants are: [NH:1]1[C:5]2[CH:6]=[CH:7][CH:8]=[CH:9][C:4]=2[N:3]=[C:2]1[CH2:10][N:11]([CH:21]1[C:30]2[N:29]=[CH:28][CH:27]=[CH:26][C:25]=2[CH2:24][CH2:23][CH2:22]1)[CH2:12][C:13]1[CH:18]=[CH:17][C:16]([CH2:19][NH2:20])=[CH:15][CH:14]=1.[Cl:31][C:32]1[C:33]([CH:42]=O)=[N:34][CH:35]=[C:36]([C:38]([F:41])([F:40])[F:39])[CH:37]=1.[BH-](OC(C)=O)(OC(C)=O)OC(C)=O.[Na+].